Dataset: Peptide-MHC class I binding affinity with 185,985 pairs from IEDB/IMGT. Task: Regression. Given a peptide amino acid sequence and an MHC pseudo amino acid sequence, predict their binding affinity value. This is MHC class I binding data. (1) The peptide sequence is ELAPIRVNA. The MHC is HLA-A03:01 with pseudo-sequence HLA-A03:01. The binding affinity (normalized) is 0.0847. (2) The peptide sequence is GPAFVRTKL. The MHC is HLA-A26:01 with pseudo-sequence HLA-A26:01. The binding affinity (normalized) is 0.0847. (3) The peptide sequence is FLPPQIPVI. The MHC is HLA-B27:05 with pseudo-sequence HLA-B27:05. The binding affinity (normalized) is 0.0847. (4) The peptide sequence is MTTEDMLAV. The MHC is HLA-A01:01 with pseudo-sequence HLA-A01:01. The binding affinity (normalized) is 0.270. (5) The peptide sequence is TVADIWHAM. The MHC is HLA-A31:01 with pseudo-sequence HLA-A31:01. The binding affinity (normalized) is 0.0847. (6) The peptide sequence is GGKKKYKL. The MHC is HLA-A01:01 with pseudo-sequence HLA-A01:01. The binding affinity (normalized) is 0. (7) The MHC is H-2-Db with pseudo-sequence H-2-Db. The peptide sequence is YTVKYPAL. The binding affinity (normalized) is 0. (8) The peptide sequence is RTLIYSSPLL. The MHC is HLA-A02:01 with pseudo-sequence HLA-A02:01. The binding affinity (normalized) is 0.389. (9) The peptide sequence is KIRLGFHWK. The MHC is HLA-B40:01 with pseudo-sequence HLA-B40:01. The binding affinity (normalized) is 0.0847. (10) The peptide sequence is EPVDPRLEPW. The MHC is HLA-B44:03 with pseudo-sequence HLA-B44:03. The binding affinity (normalized) is 0.